This data is from Forward reaction prediction with 1.9M reactions from USPTO patents (1976-2016). The task is: Predict the product of the given reaction. Given the reactants [Br:1][C:2]1[CH:7]=[CH:6][C:5](I)=[CH:4][CH:3]=1.[CH3:9][C:10]([CH3:44])([CH3:43])[C:11]([O:13][CH2:14][C@@H:15]1[C@@H:20]([O:21][C:22](=[O:27])[C:23]([CH3:26])([CH3:25])[CH3:24])[C@H:19]([O:28][C:29](=[O:34])[C:30]([CH3:33])([CH3:32])[CH3:31])[C@H:18]([O:35][C:36](=[O:41])[C:37]([CH3:40])([CH3:39])[CH3:38])[C@@H:17](Br)[O:16]1)=[O:12].Cl, predict the reaction product. The product is: [CH3:9][C:10]([CH3:44])([CH3:43])[C:11]([O:13][CH2:14][C@@H:15]1[C@@H:20]([O:21][C:22](=[O:27])[C:23]([CH3:24])([CH3:25])[CH3:26])[C@H:19]([O:28][C:29](=[O:34])[C:30]([CH3:32])([CH3:31])[CH3:33])[C@H:18]([O:35][C:36](=[O:41])[C:37]([CH3:40])([CH3:39])[CH3:38])[C@@H:17]([C:5]2[CH:6]=[CH:7][C:2]([Br:1])=[CH:3][CH:4]=2)[O:16]1)=[O:12].